Dataset: Catalyst prediction with 721,799 reactions and 888 catalyst types from USPTO. Task: Predict which catalyst facilitates the given reaction. (1) Reactant: [C:1]([C:3]1([C:18]2[CH:23]=[CH:22][CH:21]=[CH:20][CH:19]=2)[CH2:8][CH2:7][N:6]([CH2:9][C:10]2[CH:15]=[CH:14][C:13]([F:16])=[CH:12][CH:11]=2)[C:5](=[O:17])[CH2:4]1)#[N:2].C(N(CC)CC)C.[SH2:31]. Product: [F:16][C:13]1[CH:14]=[CH:15][C:10]([CH2:9][N:6]2[CH2:7][CH2:8][C:3]([C:18]3[CH:23]=[CH:22][CH:21]=[CH:20][CH:19]=3)([C:1](=[S:31])[NH2:2])[CH2:4][C:5]2=[O:17])=[CH:11][CH:12]=1. The catalyst class is: 17. (2) Reactant: Cl[C:2]1[N:7]=[C:6]([NH:8][CH2:9][C:10]([O:12][CH2:13][CH3:14])=[O:11])[C:5]([N+:15]([O-:17])=[O:16])=[CH:4][CH:3]=1.[F:18][C:19]([F:30])([F:29])[C:20]1[CH:21]=[C:22](B(O)O)[CH:23]=[CH:24][CH:25]=1.C(=O)([O-])[O-].[Cs+].[Cs+]. Product: [N+:15]([C:5]1[C:6]([NH:8][CH2:9][C:10]([O:12][CH2:13][CH3:14])=[O:11])=[N:7][C:2]([C:24]2[CH:23]=[CH:22][CH:21]=[C:20]([C:19]([F:30])([F:29])[F:18])[CH:25]=2)=[CH:3][CH:4]=1)([O-:17])=[O:16]. The catalyst class is: 108. (3) Reactant: [CH3:1][C@@H:2]1[NH:7][CH2:6][CH2:5][N:4]([C:8](=[O:18])[CH2:9][NH:10][C:11](=[O:17])[O:12][C:13]([CH3:16])([CH3:15])[CH3:14])[CH2:3]1.C(Cl)CCl.C1C=C2C(N(O)N=NC2=CC=1)=O.[S:35]1[C:39]2[CH:40]=[CH:41][CH:42]=[CH:43][C:38]=2[CH:37]=[C:36]1[C:44]([NH:46][C@H:47]([C:52](O)=[O:53])[CH2:48][CH:49]([CH3:51])[CH3:50])=[O:45].CN1CCOCC1.C([O-])(O)=O.[Na+].Cl. Product: [S:35]1[C:39]2[CH:40]=[CH:41][CH:42]=[CH:43][C:38]=2[CH:37]=[C:36]1[C:44]([NH:46][C@@H:47]([CH2:48][CH:49]([CH3:51])[CH3:50])[C:52]([N:7]1[CH2:6][CH2:5][N:4]([C:8](=[O:18])[CH2:9][NH:10][C:11](=[O:17])[O:12][C:13]([CH3:14])([CH3:16])[CH3:15])[CH2:3][C@@H:2]1[CH3:1])=[O:53])=[O:45]. The catalyst class is: 448. (4) Reactant: Br[CH2:2][C:3]([C:5]1[CH:10]=[CH:9][CH:8]=[CH:7][CH:6]=1)=O.[CH2:11]([NH:15][C:16]([NH2:18])=[S:17])[CH:12]([CH3:14])[CH3:13].C(=O)([O-])O.[Na+]. Product: [CH2:11]([NH:15][C:16]1[S:17][CH:2]=[C:3]([C:5]2[CH:10]=[CH:9][CH:8]=[CH:7][CH:6]=2)[N:18]=1)[CH:12]([CH3:14])[CH3:13]. The catalyst class is: 9. (5) Reactant: [Br:1][C:2]1[N:7]=[C:6]([CH3:8])[CH:5]=[CH:4][CH:3]=1.C1C(=O)N([Br:16])C(=O)C1.C(OOC(=O)C1C=CC=CC=1)(=O)C1C=CC=CC=1. Product: [Br:1][C:2]1[N:7]=[C:6]([CH2:8][Br:16])[CH:5]=[CH:4][CH:3]=1. The catalyst class is: 53. (6) Reactant: [CH3:1][O:2][C:3]1[CH:4]=[C:5]([CH:21]=[CH:22][C:23]=1[O:24][CH2:25][C:26]1[N:27]=[C:28]([C:32]2[CH:37]=[CH:36][CH:35]=[CH:34][CH:33]=2)[O:29][C:30]=1[CH3:31])[CH2:6][O:7][C:8]1[C:12]([CH:13]=O)=[CH:11][N:10]([C:15]2[CH:20]=[CH:19][CH:18]=[CH:17][CH:16]=2)[N:9]=1.[CH2:38]([P:47](=[O:54])([O:51][CH2:52][CH3:53])[O:48][CH2:49][CH3:50])P(=O)(OCC)OCC.CN(C)C=O.[H-].[Na+]. Product: [CH3:1][O:2][C:3]1[CH:4]=[C:5]([CH:21]=[CH:22][C:23]=1[O:24][CH2:25][C:26]1[N:27]=[C:28]([C:32]2[CH:37]=[CH:36][CH:35]=[CH:34][CH:33]=2)[O:29][C:30]=1[CH3:31])[CH2:6][O:7][C:8]1[C:12](/[CH:13]=[CH:38]/[P:47](=[O:54])([O:48][CH2:49][CH3:50])[O:51][CH2:52][CH3:53])=[CH:11][N:10]([C:15]2[CH:16]=[CH:17][CH:18]=[CH:19][CH:20]=2)[N:9]=1. The catalyst class is: 6. (7) Reactant: [F:1][C:2]([F:36])([F:35])[C:3]1[CH:4]=[C:5]([C@H:13]([NH:15][C:16]([N:18]2[CH2:23][CH2:22][C@@H:21]3[CH:24](C)[NH:25][CH2:26][C@H:20]3[C@@H:19]2[C:28]2[CH:33]=[CH:32][CH:31]=[CH:30][C:29]=2[CH3:34])=[O:17])[CH3:14])[CH:6]=[C:7]([C:9]([F:12])([F:11])[F:10])[CH:8]=1.[CH3:37][C:38]([CH3:40])=O.[BH-](OC(C)=O)(OC(C)=O)O[C:43](C)=O.[Na+]. Product: [F:10][C:9]([F:11])([F:12])[C:7]1[CH:6]=[C:5]([C@H:13]([N:15]([CH3:43])[C:16]([N:18]2[CH2:23][CH2:22][C@@H:21]3[CH2:24][N:25]([CH:38]([CH3:40])[CH3:37])[CH2:26][C@H:20]3[C@@H:19]2[C:28]2[CH:33]=[CH:32][CH:31]=[CH:30][C:29]=2[CH3:34])=[O:17])[CH3:14])[CH:4]=[C:3]([C:2]([F:1])([F:35])[F:36])[CH:8]=1. The catalyst class is: 2.